Dataset: Full USPTO retrosynthesis dataset with 1.9M reactions from patents (1976-2016). Task: Predict the reactants needed to synthesize the given product. (1) Given the product [CH3:1][N:2]1[CH2:3][CH2:4][N:5]([C:8]2[CH:16]=[CH:15][C:11]([CH2:12][OH:13])=[C:10]([NH:17][CH:24]3[CH2:29][CH2:28][O:27][CH2:26][CH2:25]3)[CH:9]=2)[CH2:6][CH2:7]1, predict the reactants needed to synthesize it. The reactants are: [CH3:1][N:2]1[CH2:7][CH2:6][N:5]([C:8]2[CH:16]=[CH:15][C:11]([C:12](O)=[O:13])=[C:10]([N:17]([CH:24]3[CH2:29][CH2:28][O:27][CH2:26][CH2:25]3)C(=O)C(F)(F)F)[CH:9]=2)[CH2:4][CH2:3]1.[H-].[H-].[H-].[H-].[Li+].[Al+3].O. (2) The reactants are: C[Si](C)(C)[N-][Si](C)(C)C.[Na+].[F:11][C:12]([F:31])([F:30])[C:13]1[CH:14]=[C:15]([C:19]2[CH:20]=[CH:21][C:22]3[NH:27][C:26](=[O:28])[CH2:25][NH:24][C:23]=3[N:29]=2)[CH:16]=[CH:17][CH:18]=1.[CH3:32]I.[NH4+].[Cl-]. Given the product [CH3:32][N:27]1[C:26](=[O:28])[CH2:25][NH:24][C:23]2[N:29]=[C:19]([C:15]3[CH:16]=[CH:17][CH:18]=[C:13]([C:12]([F:30])([F:11])[F:31])[CH:14]=3)[CH:20]=[CH:21][C:22]1=2, predict the reactants needed to synthesize it. (3) Given the product [CH3:1][O:2][C:3]([C:4]1[CH:9]=[CH:8][C:7]([C:42]2[CH:43]=[CH:44][C:39]([C:37]3[N:38]=[C:34]([C@@H:28]4[CH2:29][C@H:30]([S:32][CH3:33])[CH2:31][N:27]4[C:25](=[O:26])[C@@H:21]([NH:20][C:19]([O:18][CH3:17])=[O:54])[CH:22]([CH3:24])[CH3:23])[NH:35][CH:36]=3)=[CH:40][CH:41]=2)=[C:6]([O:11][C:12]([F:15])([F:14])[F:13])[CH:5]=1)=[O:16], predict the reactants needed to synthesize it. The reactants are: [CH3:1][O:2][C:3](=[O:16])[C:4]1[CH:9]=[CH:8][C:7](Br)=[C:6]([O:11][C:12]([F:15])([F:14])[F:13])[CH:5]=1.[CH3:17][O:18][C:19](=[O:54])[NH:20][C@H:21]([C:25]([N:27]1[CH2:31][C@@H:30]([S:32][CH3:33])[CH2:29][C@H:28]1[C:34]1[NH:35][CH:36]=[C:37]([C:39]2[CH:44]=[CH:43][C:42](B3OC(C)(C)C(C)(C)O3)=[CH:41][CH:40]=2)[N:38]=1)=[O:26])[CH:22]([CH3:24])[CH3:23].C(=O)([O-])[O-].[K+].[K+].C1(C)C=CC=CC=1. (4) The reactants are: C(OC(N1C2C(=CC=C(F)C=2)C(C2C=CC3S(=O)(=O)N(CC4C=CC=CN=4)[C@H](C)C=3C=2)=C1)=O)(C)(C)C.[F:37][C:38]1[CH:46]=[C:45]2[C:41]([C:42]([C:47]3[CH:48]=[CH:49][C:50]4[S:54](=[O:56])(=[O:55])[N:53]([CH2:57][C:58]5[CH:63]=[CH:62][CH:61]=[C:60]([CH3:64])[N:59]=5)[C@H:52]([CH3:65])[C:51]=4[CH:66]=3)=[CH:43][NH:44]2)=[CH:40][CH:39]=1.Cl. Given the product [F:37][C:38]1[CH:46]=[C:45]2[C:41]([C:42]([C:47]3[CH:48]=[CH:49][C:50]4[S:54](=[O:55])(=[O:56])[N:53]([CH2:57][C:58]5[CH:63]=[CH:62][CH:61]=[C:60]([CH3:64])[N:59]=5)[C@H:52]([CH3:65])[C:51]=4[CH:66]=3)=[CH:43][NH:44]2)=[CH:40][CH:39]=1, predict the reactants needed to synthesize it. (5) Given the product [CH3:12][O:14][C:21]1[CH:22]=[CH:17][C:18]([CH2:23][CH2:6][CH2:9][C:10]([NH2:11])=[O:16])=[CH:19][CH:20]=1, predict the reactants needed to synthesize it. The reactants are: COC1C=C[C:6]([CH2:9][CH2:10][NH2:11])=CC=1.[C:12](O)(=[O:14])C.[OH2:16].[C:17]1(C)[C:18]([CH3:23])=[CH:19][CH:20]=[CH:21][CH:22]=1. (6) Given the product [OH:17][CH2:16][CH2:15][N:1]1[CH2:6][CH2:5][CH:4]([OH:7])[CH2:3][CH2:2]1, predict the reactants needed to synthesize it. The reactants are: [NH:1]1[CH2:6][CH2:5][CH:4]([OH:7])[CH2:3][CH2:2]1.C(=O)([O-])[O-].[Na+].[Na+].Br[CH2:15][CH2:16][OH:17]. (7) Given the product [CH2:13]([N:15]([CH2:16][CH3:17])[C:7](=[O:9])[C:6]1[CH:10]=[CH:11][C:3]([O:2][CH3:1])=[CH:4][C:5]=1[CH3:12])[CH3:14], predict the reactants needed to synthesize it. The reactants are: [CH3:1][O:2][C:3]1[CH:11]=[CH:10][C:6]([C:7]([OH:9])=O)=[C:5]([CH3:12])[CH:4]=1.[CH2:13]([NH:15][CH2:16][CH3:17])[CH3:14]. (8) Given the product [Cl:23][C:24]1[C:32]2[N:31]=[C:30]3[N:33]([C:37]4[C:38]([CH3:46])=[N:39][C:40]([O:44][CH3:45])=[N:41][C:42]=4[CH3:43])[CH2:34][CH2:35][CH2:36][N:29]3[C:28]=2[C:27]([C:47](=[O:50])[CH2:48][CH3:49])=[CH:26][CH:25]=1, predict the reactants needed to synthesize it. The reactants are: CC(OI1(OC(C)=O)(OC(C)=O)OC(=O)C2C=CC=CC1=2)=O.[Cl:23][C:24]1[C:32]2[N:31]=[C:30]3[N:33]([C:37]4[C:38]([CH3:46])=[N:39][C:40]([O:44][CH3:45])=[N:41][C:42]=4[CH3:43])[CH2:34][CH2:35][CH2:36][N:29]3[C:28]=2[C:27]([CH:47]([OH:50])[CH2:48][CH3:49])=[CH:26][CH:25]=1. (9) Given the product [CH:28]1([NH:31][C:22](=[O:23])[C:21]([NH:20][O:19][CH:16]2[CH2:15][CH2:14][N:13]([S:10]([C:7]3[CH:6]=[CH:5][C:4]([O:3][C:2]([F:26])([F:27])[F:1])=[CH:9][CH:8]=3)(=[O:12])=[O:11])[CH2:18][CH2:17]2)=[O:25])[CH2:30][CH2:29]1, predict the reactants needed to synthesize it. The reactants are: [F:1][C:2]([F:27])([F:26])[O:3][C:4]1[CH:9]=[CH:8][C:7]([S:10]([N:13]2[CH2:18][CH2:17][CH:16]([O:19][NH:20][C:21](=[O:25])[C:22](O)=[O:23])[CH2:15][CH2:14]2)(=[O:12])=[O:11])=[CH:6][CH:5]=1.[CH:28]1([NH2:31])[CH2:30][CH2:29]1. (10) Given the product [NH2:13][C:11]1[C:10]([O:16][CH:17]([CH3:19])[CH3:18])=[CH:9][C:8]2[N:2]([CH3:1])[C:3](=[O:20])[CH2:4][CH2:5][CH2:6][C:7]=2[CH:12]=1, predict the reactants needed to synthesize it. The reactants are: [CH3:1][N:2]1[C:8]2[CH:9]=[C:10]([O:16][CH:17]([CH3:19])[CH3:18])[C:11]([N+:13]([O-])=O)=[CH:12][C:7]=2[CH2:6][CH2:5][CH2:4][C:3]1=[O:20].C([O-])=O.[NH4+].